From a dataset of Reaction yield outcomes from USPTO patents with 853,638 reactions. Predict the reaction yield, written as a fraction of the theoretical maximum amount of product (1.0 means a 100% yield; for example, 0.34 means a 34% yield). (1) The reactants are [C:1]([C:3]1[CH:20]=[CH:19][C:6]([O:7][CH2:8][C@@H:9]2[CH2:11][N:10]2[C:12]([O:14][C:15]([CH3:18])([CH3:17])[CH3:16])=[O:13])=[CH:5][CH:4]=1)#[N:2].[CH2:21]1[CH:25]2[CH2:26][NH:27][CH2:28][CH:24]2[CH2:23][N:22]1[C:29]([O:31][CH2:32][C:33]1[CH:38]=[CH:37][CH:36]=[CH:35][CH:34]=1)=[O:30]. The catalyst is C(O)(C)C. The product is [C:15]([O:14][C:12]([NH:10][C@H:9]([CH2:8][O:7][C:6]1[CH:5]=[CH:4][C:3]([C:1]#[N:2])=[CH:20][CH:19]=1)[CH2:11][N:27]1[CH2:26][CH:25]2[CH2:21][N:22]([C:29]([O:31][CH2:32][C:33]3[CH:38]=[CH:37][CH:36]=[CH:35][CH:34]=3)=[O:30])[CH2:23][CH:24]2[CH2:28]1)=[O:13])([CH3:16])([CH3:17])[CH3:18]. The yield is 0.800. (2) The reactants are [C:1]([C:3]1[CH2:8][C:7]([O:11][CH3:12])([O:9][CH3:10])[C:6]([O:13][CH2:14][CH2:15][CH2:16]Cl)=[CH:5][C:4]=1[N:18]=[CH:19][N:20]([CH3:22])[CH3:21])#[N:2].[NH:23]1[CH2:28][CH2:27][CH2:26][CH2:25][CH2:24]1.C([O-])([O-])=O.[K+].[K+]. The catalyst is C(#N)C. The product is [C:1]([C:3]1[CH2:8][C:7]([O:11][CH3:12])([O:9][CH3:10])[C:6]([O:13][CH2:14][CH2:15][CH2:16][N:23]2[CH2:28][CH2:27][CH2:26][CH2:25][CH2:24]2)=[CH:5][C:4]=1[N:18]=[CH:19][N:20]([CH3:22])[CH3:21])#[N:2]. The yield is 1.00. (3) The reactants are [F:1][C:2]([F:11])([F:10])[C:3]1[CH:8]=[CH:7][N:6]=[C:5]([NH2:9])[CH:4]=1.N1C=CC=CC=1.[C:18](Cl)(=[O:29])[O:19][C:20]1[CH:25]=[CH:24][C:23]([N+:26]([O-:28])=[O:27])=[CH:22][CH:21]=1. The catalyst is C(Cl)Cl. The product is [F:11][C:2]([F:1])([F:10])[C:3]1[CH:8]=[CH:7][N:6]=[C:5]([NH:9][C:18](=[O:29])[O:19][C:20]2[CH:21]=[CH:22][C:23]([N+:26]([O-:28])=[O:27])=[CH:24][CH:25]=2)[CH:4]=1. The yield is 0.750. (4) The reactants are [Cl:1][C:2]1[CH:7]=[CH:6][C:5]([C:8]2[CH:13]=[CH:12][N:11]=[C:10]([CH3:14])[C:9]=2[CH2:15][OH:16])=[C:4](F)[CH:3]=1.[H-].[Na+]. The catalyst is O1CCCC1. The product is [Cl:1][C:2]1[CH:7]=[CH:6][C:5]2[C:8]3[C:9](=[C:10]([CH3:14])[N:11]=[CH:12][CH:13]=3)[CH2:15][O:16][C:4]=2[CH:3]=1. The yield is 0.730. (5) The reactants are [CH3:1][O:2][C:3]1[CH:4]=[C:5]([SH:9])[CH:6]=[CH:7][CH:8]=1.[OH-].[Na+].[CH3:12][C:13](=[CH:15][CH2:16]Br)[CH3:14]. The catalyst is CC(C)=O. The product is [CH3:1][O:2][C:3]1[CH:8]=[CH:7][CH:6]=[C:5]([S:9][CH2:16][CH:15]=[C:13]([CH3:14])[CH3:12])[CH:4]=1. The yield is 0.900.